Dataset: Catalyst prediction with 721,799 reactions and 888 catalyst types from USPTO. Task: Predict which catalyst facilitates the given reaction. Reactant: [OH:1][C:2]1([C:5]([OH:7])=[O:6])[CH2:4][CH2:3]1.N1C=CC=CC=1.[C:14](Cl)(=[O:16])[CH3:15]. Product: [C:14]([O:1][C:2]1([C:5]([OH:7])=[O:6])[CH2:4][CH2:3]1)(=[O:16])[CH3:15]. The catalyst class is: 2.